From a dataset of Forward reaction prediction with 1.9M reactions from USPTO patents (1976-2016). Predict the product of the given reaction. (1) Given the reactants CC(C)([O-])C.[K+].[C:7]([CH2:9][C:10]([NH2:12])=[O:11])#[N:8].F[C:14]1[CH:20]=[CH:19][C:18]([N+:21]([O-:23])=[O:22])=[CH:17][C:15]=1[NH2:16].[Cl-].[NH4+], predict the reaction product. The product is: [NH2:16][C:15]1[CH:17]=[C:18]([N+:21]([O-:23])=[O:22])[CH:19]=[CH:20][C:14]=1[CH:9]([C:7]#[N:8])[C:10]([NH2:12])=[O:11]. (2) Given the reactants [NH:1]([C:8]([O:10][C:11]([CH3:14])([CH3:13])[CH3:12])=[O:9])[C@H:2]([C:5]([OH:7])=[O:6])[CH2:3][OH:4].C([O-])([O-])=O.[K+].[K+].[CH2:21](I)[CH3:22].O, predict the reaction product. The product is: [C:8]([NH:1][C@H:2]([C:5]([O:7][CH2:21][CH3:22])=[O:6])[CH2:3][OH:4])([O:10][C:11]([CH3:14])([CH3:13])[CH3:12])=[O:9]. (3) The product is: [NH:25]1[CH2:26][CH2:27][CH:22]([O:21][CH2:20][CH2:19][OH:18])[CH2:23][CH2:24]1. Given the reactants C1(C)C=CC(S([O-])(=O)=O)=CC=1.C(C1C=CC([O:18][CH2:19][CH2:20][O:21][CH:22]2[CH2:27][CH2:26][NH+:25](C)[CH2:24][CH2:23]2)=CC=1C)=O.O1C2(CCNCC2)OCC1.[H-].C([Al+]CC(C)C)C(C)C.CCCCCC.C(C(C(C([O-])=O)O)O)([O-])=O.[K+].[Na+], predict the reaction product.